Task: Predict the reactants needed to synthesize the given product.. Dataset: Full USPTO retrosynthesis dataset with 1.9M reactions from patents (1976-2016) (1) Given the product [CH2:1]([P:5](=[O:6])([CH2:7][CH:8]([CH3:10])[CH3:9])[CH2:22][CH2:23][CH2:24][CH2:25][CH2:26][CH2:27][CH3:28])[CH:2]([CH3:4])[CH3:3], predict the reactants needed to synthesize it. The reactants are: [CH2:1]([P:5](Cl)([CH2:7][CH:8]([CH3:10])[CH3:9])=[O:6])[CH:2]([CH3:4])[CH3:3].C(P(=O)CC(C)C)C(C)C.[CH2:22]([Mg]Br)[CH2:23][CH2:24][CH2:25][CH2:26][CH2:27][CH3:28].Cl. (2) Given the product [C:1]([O:5][C:6]([N:8]1[CH2:13][C@H:12]([CH2:14][O:15][CH3:16])[N:11]([CH2:17][C:18]([N:20]2[C:28]3[CH:27]=[C:26]([CH:29]4[CH2:30][CH2:31][CH2:32][CH2:33][CH2:34]4)[N:25]=[CH:24][C:23]=3[C:22]([CH3:36])([CH3:35])[CH2:21]2)=[O:19])[CH2:10][C@H:9]1[CH3:37])=[O:7])([CH3:4])([CH3:2])[CH3:3], predict the reactants needed to synthesize it. The reactants are: [C:1]([O:5][C:6]([N:8]1[CH2:13][C@H:12]([CH2:14][O:15][CH3:16])[N:11]([CH2:17][C:18]([N:20]2[C:28]3[CH:27]=[C:26]([C:29]4[CH2:34][CH2:33][CH2:32][CH2:31][CH:30]=4)[N:25]=[CH:24][C:23]=3[C:22]([CH3:36])([CH3:35])[CH2:21]2)=[O:19])[CH2:10][C@H:9]1[CH3:37])=[O:7])([CH3:4])([CH3:3])[CH3:2]. (3) Given the product [Br:12][C:9]1[CH:10]=[CH:11][C:6]([C:56]([O:59][CH3:60])=[O:58])=[C:7]([CH:13]([CH3:15])[CH3:14])[CH:8]=1, predict the reactants needed to synthesize it. The reactants are: CS(O[C:6]1[CH:11]=[CH:10][C:9]([Br:12])=[CH:8][C:7]=1[CH:13]([CH3:15])[CH3:14])(=O)=O.C1(P(C2C=CC=CC=2)CCCP(C2C=CC=CC=2)C2C=CC=CC=2)C=CC=CC=1.C(N(CC)CC)C.CS(C)=O.[C:56]([O:59][CH2:60]C)(=[O:58])C. (4) Given the product [C:2]1([NH:1][CH2:10][CH2:9][C:8]([OH:12])=[O:11])[CH:7]=[CH:6][CH:5]=[CH:4][CH:3]=1, predict the reactants needed to synthesize it. The reactants are: [NH2:1][C:2]1[CH:7]=[CH:6][CH:5]=[CH:4][CH:3]=1.[C:8]1(=[O:12])[O:11][CH2:10][CH2:9]1. (5) Given the product [CH3:13][CH:8]1[CH2:7][C:6]([NH2:5])([CH3:14])[CH2:11][CH:10]([CH3:12])[O:9]1, predict the reactants needed to synthesize it. The reactants are: ClCC([NH:5][C:6]1([CH3:14])[CH2:11][CH:10]([CH3:12])[O:9][CH:8]([CH3:13])[CH2:7]1)=O.NC(N)=S.